Dataset: Catalyst prediction with 721,799 reactions and 888 catalyst types from USPTO. Task: Predict which catalyst facilitates the given reaction. (1) The catalyst class is: 47. Reactant: [F:1][C:2]1[N:9]=[C:8](F)[C:7]([F:11])=[CH:6][C:3]=1[C:4]#[N:5].C(N(CC)CC)C.[CH:19]([O:22][C:23]1[NH:27][N:26]=[C:25]([NH2:28])[CH:24]=1)([CH3:21])[CH3:20]. Product: [F:1][C:2]1[N:9]=[C:8]([NH:28][C:25]2[CH:24]=[C:23]([O:22][CH:19]([CH3:21])[CH3:20])[NH:27][N:26]=2)[C:7]([F:11])=[CH:6][C:3]=1[C:4]#[N:5]. (2) Reactant: [OH:1][C:2]1[CH:7]=[CH:6][C:5]([O:8][CH2:9][C:10]([O:12][CH2:13][CH3:14])=[O:11])=[C:4]([CH3:15])[CH:3]=1.[CH2:16]([O:18][CH2:19][C@@H:20]([C:22]1[N:27]=[C:26]([C:28]2[CH:35]=[CH:34][C:31]([C:32]#[N:33])=[CH:30][CH:29]=2)[CH:25]=[CH:24][CH:23]=1)O)[CH3:17].C1(P(C2C=CC=CC=2)C2C=CC=CC=2)C=CC=CC=1.CC(OC(/N=N/C(OC(C)C)=O)=O)C. The catalyst class is: 2. Product: [C:32]([C:31]1[CH:34]=[CH:35][C:28]([C:26]2[N:27]=[C:22]([C@H:20]([O:1][C:2]3[CH:7]=[CH:6][C:5]([O:8][CH2:9][C:10]([O:12][CH2:13][CH3:14])=[O:11])=[C:4]([CH3:15])[CH:3]=3)[CH2:19][O:18][CH2:16][CH3:17])[CH:23]=[CH:24][CH:25]=2)=[CH:29][CH:30]=1)#[N:33]. (3) Reactant: [F:1][C:2]1[CH:3]=[CH:4][CH:5]=[C:6]2[C:10]=1[NH:9][CH:8]=[C:7]2[C:11]([OH:13])=[O:12].[CH3:14]O. Product: [CH3:14][O:12][C:11]([C:7]1[C:6]2[C:10](=[C:2]([F:1])[CH:3]=[CH:4][CH:5]=2)[NH:9][CH:8]=1)=[O:13]. The catalyst class is: 33. (4) Reactant: C[O:2][C:3]1[CH:20]=[CH:19][C:18]2[C@@H:17]3[C@:8]([CH:23]=[CH2:24])([C@H:9]4[C@@:13]([CH2:15][CH2:16]3)([CH3:14])[C@H:12]([OH:21])[C@H:11]([F:22])[CH2:10]4)[CH2:7][CH2:6][C:5]=2[CH:4]=1. Product: [F:22][C@@H:11]1[CH2:10][C@H:9]2[C@@:8]3([CH:23]=[CH2:24])[C@H:17]([CH2:16][CH2:15][C@:13]2([CH3:14])[C@@H:12]1[OH:21])[C:18]1[CH:19]=[CH:20][C:3]([OH:2])=[CH:4][C:5]=1[CH2:6][CH2:7]3. The catalyst class is: 682.